From a dataset of NCI-60 drug combinations with 297,098 pairs across 59 cell lines. Regression. Given two drug SMILES strings and cell line genomic features, predict the synergy score measuring deviation from expected non-interaction effect. (1) Drug 1: CC1=CC=C(C=C1)C2=CC(=NN2C3=CC=C(C=C3)S(=O)(=O)N)C(F)(F)F. Drug 2: CC1=C(N=C(N=C1N)C(CC(=O)N)NCC(C(=O)N)N)C(=O)NC(C(C2=CN=CN2)OC3C(C(C(C(O3)CO)O)O)OC4C(C(C(C(O4)CO)O)OC(=O)N)O)C(=O)NC(C)C(C(C)C(=O)NC(C(C)O)C(=O)NCCC5=NC(=CS5)C6=NC(=CS6)C(=O)NCCC[S+](C)C)O. Cell line: UACC-257. Synergy scores: CSS=4.34, Synergy_ZIP=-0.267, Synergy_Bliss=2.56, Synergy_Loewe=-2.93, Synergy_HSA=1.03. (2) Drug 1: CCC1=CC2CC(C3=C(CN(C2)C1)C4=CC=CC=C4N3)(C5=C(C=C6C(=C5)C78CCN9C7C(C=CC9)(C(C(C8N6C)(C(=O)OC)O)OC(=O)C)CC)OC)C(=O)OC.C(C(C(=O)O)O)(C(=O)O)O. Drug 2: C1CN1P(=S)(N2CC2)N3CC3. Cell line: UO-31. Synergy scores: CSS=9.11, Synergy_ZIP=-2.89, Synergy_Bliss=-0.522, Synergy_Loewe=0.723, Synergy_HSA=0.819. (3) Drug 1: CC1=C(C=C(C=C1)NC2=NC=CC(=N2)N(C)C3=CC4=NN(C(=C4C=C3)C)C)S(=O)(=O)N.Cl. Drug 2: CC1=C(C=C(C=C1)C(=O)NC2=CC(=CC(=C2)C(F)(F)F)N3C=C(N=C3)C)NC4=NC=CC(=N4)C5=CN=CC=C5. Cell line: U251. Synergy scores: CSS=9.27, Synergy_ZIP=-1.80, Synergy_Bliss=0.509, Synergy_Loewe=-1.67, Synergy_HSA=-1.24.